From a dataset of NCI-60 drug combinations with 297,098 pairs across 59 cell lines. Regression. Given two drug SMILES strings and cell line genomic features, predict the synergy score measuring deviation from expected non-interaction effect. (1) Drug 1: C1=C(C(=O)NC(=O)N1)N(CCCl)CCCl. Drug 2: C1=NNC2=C1C(=O)NC=N2. Cell line: SF-295. Synergy scores: CSS=40.1, Synergy_ZIP=-0.149, Synergy_Bliss=-2.34, Synergy_Loewe=-0.901, Synergy_HSA=-0.881. (2) Drug 1: C1=NC2=C(N1)C(=S)N=CN2. Drug 2: COC1=NC(=NC2=C1N=CN2C3C(C(C(O3)CO)O)O)N. Cell line: CCRF-CEM. Synergy scores: CSS=57.1, Synergy_ZIP=-1.52, Synergy_Bliss=-2.10, Synergy_Loewe=-4.75, Synergy_HSA=1.37. (3) Drug 1: C1=NC2=C(N=C(N=C2N1C3C(C(C(O3)CO)O)F)Cl)N. Drug 2: C1=NNC2=C1C(=O)NC=N2. Cell line: A549. Synergy scores: CSS=-0.788, Synergy_ZIP=1.28, Synergy_Bliss=1.49, Synergy_Loewe=-0.834, Synergy_HSA=-0.821. (4) Drug 1: C1CCN(CC1)CCOC2=CC=C(C=C2)C(=O)C3=C(SC4=C3C=CC(=C4)O)C5=CC=C(C=C5)O. Drug 2: CC1=C(C=C(C=C1)C(=O)NC2=CC(=CC(=C2)C(F)(F)F)N3C=C(N=C3)C)NC4=NC=CC(=N4)C5=CN=CC=C5. Cell line: SK-MEL-5. Synergy scores: CSS=-5.13, Synergy_ZIP=5.34, Synergy_Bliss=6.55, Synergy_Loewe=-7.78, Synergy_HSA=-3.34. (5) Synergy scores: CSS=-8.46, Synergy_ZIP=6.30, Synergy_Bliss=3.44, Synergy_Loewe=-8.80, Synergy_HSA=-5.36. Drug 2: CC(C)CN1C=NC2=C1C3=CC=CC=C3N=C2N. Drug 1: CCCCCOC(=O)NC1=NC(=O)N(C=C1F)C2C(C(C(O2)C)O)O. Cell line: NCI-H226. (6) Drug 1: CCC1=CC2CC(C3=C(CN(C2)C1)C4=CC=CC=C4N3)(C5=C(C=C6C(=C5)C78CCN9C7C(C=CC9)(C(C(C8N6C)(C(=O)OC)O)OC(=O)C)CC)OC)C(=O)OC.C(C(C(=O)O)O)(C(=O)O)O. Drug 2: CCC(=C(C1=CC=CC=C1)C2=CC=C(C=C2)OCCN(C)C)C3=CC=CC=C3.C(C(=O)O)C(CC(=O)O)(C(=O)O)O. Cell line: OVCAR3. Synergy scores: CSS=76.0, Synergy_ZIP=16.5, Synergy_Bliss=15.8, Synergy_Loewe=-16.0, Synergy_HSA=15.1. (7) Drug 1: CC12CCC(CC1=CCC3C2CCC4(C3CC=C4C5=CN=CC=C5)C)O. Drug 2: C1=NC2=C(N=C(N=C2N1C3C(C(C(O3)CO)O)O)F)N. Cell line: RPMI-8226. Synergy scores: CSS=46.3, Synergy_ZIP=2.04, Synergy_Bliss=-5.00, Synergy_Loewe=-20.4, Synergy_HSA=-7.10. (8) Drug 1: CC1=C2C(C(=O)C3(C(CC4C(C3C(C(C2(C)C)(CC1OC(=O)C(C(C5=CC=CC=C5)NC(=O)OC(C)(C)C)O)O)OC(=O)C6=CC=CC=C6)(CO4)OC(=O)C)OC)C)OC. Drug 2: CN1CCC(CC1)COC2=C(C=C3C(=C2)N=CN=C3NC4=C(C=C(C=C4)Br)F)OC. Cell line: SNB-75. Synergy scores: CSS=36.0, Synergy_ZIP=-1.16, Synergy_Bliss=2.47, Synergy_Loewe=-24.2, Synergy_HSA=4.38. (9) Drug 1: C1CCN(CC1)CCOC2=CC=C(C=C2)C(=O)C3=C(SC4=C3C=CC(=C4)O)C5=CC=C(C=C5)O. Drug 2: C1CNP(=O)(OC1)N(CCCl)CCCl. Cell line: NCI-H226. Synergy scores: CSS=-4.74, Synergy_ZIP=7.87, Synergy_Bliss=0.588, Synergy_Loewe=-2.12, Synergy_HSA=-3.00. (10) Drug 1: CC1=CC2C(CCC3(C2CCC3(C(=O)C)OC(=O)C)C)C4(C1=CC(=O)CC4)C. Drug 2: N.N.Cl[Pt+2]Cl. Cell line: HS 578T. Synergy scores: CSS=-1.47, Synergy_ZIP=3.26, Synergy_Bliss=4.38, Synergy_Loewe=-1.58, Synergy_HSA=-1.58.